Dataset: Reaction yield outcomes from USPTO patents with 853,638 reactions. Task: Predict the reaction yield, written as a fraction of the theoretical maximum amount of product (1.0 means a 100% yield; for example, 0.34 means a 34% yield). (1) The reactants are [Cl:1][C:2]1[N:3]=[CH:4][C:5]2[S:10][CH:9]=[C:8]([C:11](Cl)=[O:12])[C:6]=2[N:7]=1.[N:14]1([C:19]2[N:24]=[C:23]([NH2:25])[CH:22]=[CH:21][CH:20]=2)[CH:18]=[CH:17][NH:16][NH:15]1.N1C=CC=CC=1. The catalyst is C(Cl)Cl.CCOC(C)=O. The product is [N:14]1([C:19]2[N:24]=[C:23]([NH:25][C:11]([C:8]3[C:6]4[N:7]=[C:2]([Cl:1])[N:3]=[CH:4][C:5]=4[S:10][CH:9]=3)=[O:12])[CH:22]=[CH:21][CH:20]=2)[CH:18]=[CH:17][NH:16][NH:15]1. The yield is 0.873. (2) The reactants are Cl[C:2]1[C:7]([N:8]=[C:9]=[S:10])=[CH:6][CH:5]=[CH:4][N:3]=1.[Br:11][C:12]1[CH:13]=[C:14]([O:19][C:20]2[CH:25]=[CH:24][CH:23]=[CH:22][CH:21]=2)[C:15]([NH2:18])=[N:16][CH:17]=1.C(OCC)(=O)C. The catalyst is CN(C=O)C. The product is [Br:11][C:12]1[CH:13]=[C:14]([O:19][C:20]2[CH:25]=[CH:24][CH:23]=[CH:22][CH:21]=2)[C:15]([NH:18][C:9]2[S:10][C:2]3[C:7]([N:8]=2)=[CH:6][CH:5]=[CH:4][N:3]=3)=[N:16][CH:17]=1. The yield is 0.772. (3) The reactants are [Cl:1][C:2]1[CH:7]=[CH:6][C:5]([C@H:8]2[C@H:13]([OH:14])[C@@H:12]([OH:15])[C@H:11]([OH:16])[C@@H:10]([CH2:17][OH:18])[O:9]2)=[CH:4][C:3]=1[CH2:19][C:20]1[CH:25]=[CH:24][C:23]([OH:26])=[CH:22][CH:21]=1.C(=O)([O-])[O-].[Cs+].[Cs+].[Br:33][CH2:34][CH2:35][O:36][CH2:37][CH2:38]Br. The catalyst is CN(C)C=O.O. The product is [Br:33][CH2:34][CH2:35][O:36][CH2:37][CH2:38][O:26][C:23]1[CH:22]=[CH:21][C:20]([CH2:19][C:3]2[CH:4]=[C:5]([C@H:8]3[C@H:13]([OH:14])[C@@H:12]([OH:15])[C@H:11]([OH:16])[C@@H:10]([CH2:17][OH:18])[O:9]3)[CH:6]=[CH:7][C:2]=2[Cl:1])=[CH:25][CH:24]=1. The yield is 0.210. (4) The reactants are O.O.O.[F-].C([N+](CCCC)(CCCC)CCCC)CCC.[C:22]([C:24]1[CH:29]=[C:28]([CH2:30][O:31][Si](C)(C)C)[CH:27]=[CH:26][N:25]=1)#[N:23]. The catalyst is O1CCCC1. The product is [C:22]([C:24]1[CH:29]=[C:28]([CH2:30][OH:31])[CH:27]=[CH:26][N:25]=1)#[N:23]. The yield is 0.320. (5) The reactants are [Cl:1][C:2]1[CH:11]=[C:10]2[C:5]([CH:6]=[CH:7]O[C:9]2=[O:12])=[CH:4][CH:3]=1.[NH2:13][C@@H:14]([CH2:22][CH3:23])[C:15]([O:17][C:18]([CH3:21])([CH3:20])[CH3:19])=[O:16]. No catalyst specified. The product is [C:18]([O:17][C:15](=[O:16])[C@@H:14]([N:13]1[CH:7]([NH:13][CH:14]([C:15]([O:17][C:18]([CH3:19])([CH3:21])[CH3:20])=[O:16])[CH2:22][CH3:23])[CH2:6][C:5]2[C:10](=[CH:11][C:2]([Cl:1])=[CH:3][CH:4]=2)[C:9]1=[O:12])[CH2:22][CH3:23])([CH3:19])([CH3:21])[CH3:20]. The yield is 0.640. (6) The reactants are [NH:1]1[C:9]2[C:4](=[CH:5][C:6]([CH2:10][NH2:11])=[CH:7][CH:8]=2)[CH:3]=[CH:2]1.[CH2:12]([N:20]=[C:21]=[S:22])[CH2:13][C:14]1[CH:19]=[CH:18][CH:17]=[CH:16][CH:15]=1. The catalyst is CN(C)C=O.ClCCl. The product is [NH:1]1[C:9]2[C:4](=[CH:5][C:6]([CH2:10][NH:11][C:21]([NH:20][CH2:12][CH2:13][C:14]3[CH:19]=[CH:18][CH:17]=[CH:16][CH:15]=3)=[S:22])=[CH:7][CH:8]=2)[CH:3]=[CH:2]1. The yield is 0.830. (7) The reactants are [NH2:1][C:2]1[C:3]([F:31])=[C:4]([C:9]([C:11]2[C:19]3[C:14](=[N:15][CH:16]=[C:17](Br)[CH:18]=3)[N:13]([C:21](=[O:30])[C:22]3[C:27]([Cl:28])=[CH:26][CH:25]=[CH:24][C:23]=3[Cl:29])[CH:12]=2)=[O:10])[C:5]([F:8])=[CH:6][CH:7]=1.B(O)O.C(=O)(O)[O-].[Na+]. The catalyst is CC1CCCO1.Cl[Pd](Cl)([P](C1C=CC=CC=1)(C1C=CC=CC=1)C1C=CC=CC=1)[P](C1C=CC=CC=1)(C1C=CC=CC=1)C1C=CC=CC=1. The product is [NH2:1][C:2]1[C:3]([F:31])=[C:4]([C:9]([C:11]2[C:19]3[C:14](=[N:15][CH:16]=[C:17]([C:24]4[CH:23]=[CH:22][C:27]([Cl:28])=[CH:26][CH:25]=4)[CH:18]=3)[N:13]([C:21](=[O:30])[C:22]3[C:27]([Cl:28])=[CH:26][CH:25]=[CH:24][C:23]=3[Cl:29])[CH:12]=2)=[O:10])[C:5]([F:8])=[CH:6][CH:7]=1. The yield is 0.740.